Dataset: Catalyst prediction with 721,799 reactions and 888 catalyst types from USPTO. Task: Predict which catalyst facilitates the given reaction. Reactant: [NH:1]1[CH2:8][CH2:7][CH:6]=[CH:5][CH2:4][CH2:3][C:2]1=[O:9].F[B-](F)(F)F.[CH3:15][O+](C)C. Product: [CH3:15][O:9][C:2]1[CH2:3][CH2:4][CH:5]=[CH:6][CH2:7][CH2:8][N:1]=1. The catalyst class is: 4.